From a dataset of NCI-60 drug combinations with 297,098 pairs across 59 cell lines. Regression. Given two drug SMILES strings and cell line genomic features, predict the synergy score measuring deviation from expected non-interaction effect. (1) Drug 1: C1=NC2=C(N=C(N=C2N1C3C(C(C(O3)CO)O)F)Cl)N. Drug 2: COC1=C2C(=CC3=C1OC=C3)C=CC(=O)O2. Cell line: HCT-15. Synergy scores: CSS=-3.70, Synergy_ZIP=-7.22, Synergy_Bliss=-5.54, Synergy_Loewe=-38.0, Synergy_HSA=-7.38. (2) Cell line: CCRF-CEM. Drug 2: CC1=C(C(=CC=C1)Cl)NC(=O)C2=CN=C(S2)NC3=CC(=NC(=N3)C)N4CCN(CC4)CCO. Synergy scores: CSS=13.4, Synergy_ZIP=0.807, Synergy_Bliss=3.03, Synergy_Loewe=-6.37, Synergy_HSA=0.954. Drug 1: CCC1=CC2CC(C3=C(CN(C2)C1)C4=CC=CC=C4N3)(C5=C(C=C6C(=C5)C78CCN9C7C(C=CC9)(C(C(C8N6C)(C(=O)OC)O)OC(=O)C)CC)OC)C(=O)OC.C(C(C(=O)O)O)(C(=O)O)O. (3) Drug 1: CCCCCOC(=O)NC1=NC(=O)N(C=C1F)C2C(C(C(O2)C)O)O. Drug 2: C1CN(CCN1C(=O)CCBr)C(=O)CCBr. Cell line: HOP-92. Synergy scores: CSS=14.4, Synergy_ZIP=-4.30, Synergy_Bliss=-0.308, Synergy_Loewe=-9.73, Synergy_HSA=-4.55. (4) Drug 1: C1CC(C1)(C(=O)O)C(=O)O.[NH2-].[NH2-].[Pt+2]. Drug 2: C1=CC=C(C(=C1)C(C2=CC=C(C=C2)Cl)C(Cl)Cl)Cl. Cell line: OVCAR-8. Synergy scores: CSS=4.49, Synergy_ZIP=-0.690, Synergy_Bliss=-0.244, Synergy_Loewe=-2.97, Synergy_HSA=-1.39. (5) Drug 1: CNC(=O)C1=CC=CC=C1SC2=CC3=C(C=C2)C(=NN3)C=CC4=CC=CC=N4. Drug 2: CC12CCC(CC1=CCC3C2CCC4(C3CC=C4C5=CN=CC=C5)C)O. Cell line: SF-539. Synergy scores: CSS=21.8, Synergy_ZIP=2.58, Synergy_Bliss=3.38, Synergy_Loewe=5.55, Synergy_HSA=7.00. (6) Drug 1: C1=CC(=CC=C1CCC2=CNC3=C2C(=O)NC(=N3)N)C(=O)NC(CCC(=O)O)C(=O)O. Drug 2: C1CN(CCN1C(=O)CCBr)C(=O)CCBr. Cell line: UO-31. Synergy scores: CSS=21.6, Synergy_ZIP=-4.78, Synergy_Bliss=-3.24, Synergy_Loewe=-2.66, Synergy_HSA=-1.45. (7) Drug 1: C1CN1P(=S)(N2CC2)N3CC3. Drug 2: C1CN1C2=NC(=NC(=N2)N3CC3)N4CC4. Cell line: T-47D. Synergy scores: CSS=13.9, Synergy_ZIP=-6.41, Synergy_Bliss=-5.70, Synergy_Loewe=-3.72, Synergy_HSA=-3.00. (8) Drug 1: CC(C)NC(=O)C1=CC=C(C=C1)CNNC.Cl. Drug 2: CC12CCC3C(C1CCC2OP(=O)(O)O)CCC4=C3C=CC(=C4)OC(=O)N(CCCl)CCCl.[Na+]. Cell line: HCT116. Synergy scores: CSS=22.6, Synergy_ZIP=-5.25, Synergy_Bliss=4.39, Synergy_Loewe=3.57, Synergy_HSA=4.63. (9) Drug 1: C1=CC(=C2C(=C1NCCNCCO)C(=O)C3=C(C=CC(=C3C2=O)O)O)NCCNCCO. Drug 2: C(=O)(N)NO. Cell line: UO-31. Synergy scores: CSS=26.4, Synergy_ZIP=-3.19, Synergy_Bliss=0.541, Synergy_Loewe=-40.8, Synergy_HSA=2.42.